This data is from CYP2D6 inhibition data for predicting drug metabolism from PubChem BioAssay. The task is: Regression/Classification. Given a drug SMILES string, predict its absorption, distribution, metabolism, or excretion properties. Task type varies by dataset: regression for continuous measurements (e.g., permeability, clearance, half-life) or binary classification for categorical outcomes (e.g., BBB penetration, CYP inhibition). Dataset: cyp2d6_veith. (1) The molecule is C[C@H](CCC(=O)O)[C@H]1CC[C@]2(C)[C@@H]3C(=O)C[C@H]4C(C)(C)[C@@H](O)CC[C@]4(C)[C@H]3C(=O)C[C@@]12C. The result is 0 (non-inhibitor). (2) The drug is Cc1ccc2nc(-c3ccccc3)cc(C(=O)NCCCn3ccnc3)c2c1. The result is 1 (inhibitor). (3) The compound is CCOC(=O)c1c(C)[nH]c(C(=O)COC(=O)c2ccccc2NC(=O)c2ccco2)c1C. The result is 0 (non-inhibitor).